From a dataset of Reaction yield outcomes from USPTO patents with 853,638 reactions. Predict the reaction yield, written as a fraction of the theoretical maximum amount of product (1.0 means a 100% yield; for example, 0.34 means a 34% yield). (1) The reactants are [Cl:1][C:2]1[CH:7]=[CH:6][C:5]([C:8]2[S:9][C:10]([CH:14]=[CH:15][CH:16]3[CH2:21][CH2:20][CH2:19][NH:18][CH2:17]3)=[C:11]([CH3:13])[N:12]=2)=[CH:4][CH:3]=1.[CH3:22][O:23][C:24]([C:26]1[CH:27]=[C:28](OB(O)O)[CH:29]=[CH:30][CH:31]=1)=[O:25]. No catalyst specified. The product is [Cl:1][C:2]1[CH:7]=[CH:6][C:5]([C:8]2[S:9][C:10]([CH:14]=[CH:15][CH:16]3[CH2:21][CH2:20][CH2:19][N:18]([C:30]4[CH:31]=[C:26]([CH:27]=[CH:28][CH:29]=4)[C:24]([O:23][CH3:22])=[O:25])[CH2:17]3)=[C:11]([CH3:13])[N:12]=2)=[CH:4][CH:3]=1. The yield is 0.360. (2) The reactants are Cl[C:2]1[CH:7]=[C:6]([CH2:8][CH2:9][C:10]([CH:12]2[CH2:16][CH2:15][CH2:14][CH2:13]2)=[O:11])[C:5]([O:17][CH2:18][CH3:19])=[CH:4][N:3]=1.C(=O)([O-])[O-].[K+].[K+].[CH2:26](B(CC)CC)[CH3:27]. The catalyst is CN(C=O)C.C1C=CC([P]([Pd]([P](C2C=CC=CC=2)(C2C=CC=CC=2)C2C=CC=CC=2)([P](C2C=CC=CC=2)(C2C=CC=CC=2)C2C=CC=CC=2)[P](C2C=CC=CC=2)(C2C=CC=CC=2)C2C=CC=CC=2)(C2C=CC=CC=2)C2C=CC=CC=2)=CC=1. The product is [CH:12]1([C:10](=[O:11])[CH2:9][CH2:8][C:6]2[C:5]([O:17][CH2:18][CH3:19])=[CH:4][N:3]=[C:2]([CH2:26][CH3:27])[CH:7]=2)[CH2:16][CH2:15][CH2:14][CH2:13]1. The yield is 0.680. (3) The reactants are Cl.O1CCOCC1.[CH2:8]([O:15][C:16]([NH:18][C@H:19]1[C@@H:24]([F:25])[CH2:23][CH2:22][N:21](C(OC(C)(C)C)=O)[CH2:20]1)=[O:17])[C:9]1[CH:14]=[CH:13][CH:12]=[CH:11][CH:10]=1. The catalyst is C(Cl)Cl. The product is [CH2:8]([O:15][C:16](=[O:17])[NH:18][C@H:19]1[C@@H:24]([F:25])[CH2:23][CH2:22][NH:21][CH2:20]1)[C:9]1[CH:14]=[CH:13][CH:12]=[CH:11][CH:10]=1. The yield is 0.940. (4) The reactants are [CH3:1][C:2]([OH:6])([CH3:5])[CH2:3][OH:4].[C:7]1([CH3:17])[CH:12]=[CH:11][C:10]([S:13](Cl)(=[O:15])=[O:14])=[CH:9][CH:8]=1.C(OCC)(=O)C. The catalyst is N1C=CC=CC=1. The product is [CH3:17][C:7]1[CH:12]=[CH:11][C:10]([S:13]([O:4][CH2:3][C:2]([OH:6])([CH3:5])[CH3:1])(=[O:15])=[O:14])=[CH:9][CH:8]=1. The yield is 0.900.